This data is from Full USPTO retrosynthesis dataset with 1.9M reactions from patents (1976-2016). The task is: Predict the reactants needed to synthesize the given product. (1) Given the product [S:22]1[CH:23]=[CH:24][N:25]=[C:21]1[C:19]1[N:15]=[C:14]([C:11]2[N:12]=[CH:13][N:3]3[C:2](=[O:1])[N:7]([CH2:8][C:9]#[CH:10])[N:6]=[N:5][C:4]=23)[S:16][CH:18]=1, predict the reactants needed to synthesize it. The reactants are: [O:1]=[C:2]1[N:7]([CH2:8][C:9]#[CH:10])[N:6]=[N:5][C:4]2=[C:11]([C:14](=[S:16])[NH2:15])[N:12]=[CH:13][N:3]12.Br[CH2:18][C:19]([C:21]1[S:22][CH:23]=[CH:24][N:25]=1)=O.C(N(CC)CC)C. (2) Given the product [CH3:3][CH:2]([N:4]1[C:12](=[O:13])[CH2:11][CH2:10][C@H:5]1[C:6]([OH:8])=[O:7])[CH3:1], predict the reactants needed to synthesize it. The reactants are: [CH3:1][CH:2]([N:4]1[C:12](=[O:13])[CH2:11][CH2:10][C@H:5]1[C:6]([O:8]C)=[O:7])[CH3:3].CO.[OH-].[Na+]. (3) Given the product [C:1]1([CH2:7][S:8]([CH2:11][CH2:12][CH2:13][CH2:14][OH:15])(=[O:9])=[O:10])[CH:2]=[CH:3][CH:4]=[CH:5][CH:6]=1, predict the reactants needed to synthesize it. The reactants are: [C:1]1([CH2:7][S:8]([CH2:11][CH2:12][CH2:13][CH2:14][O:15]C(=O)C)(=[O:10])=[O:9])[CH:6]=[CH:5][CH:4]=[CH:3][CH:2]=1.[OH-].[Na+]. (4) The reactants are: [OH:1][C:2]1[CH:3]=[C:4]([CH:7]=[CH:8][CH:9]=1)[CH:5]=O.[NH2:10][C:11]1[CH:16]=[CH:15][CH:14]=[CH:13][CH:12]=1.C(O)(=O)C.C(O[BH-](OC(=O)C)OC(=O)C)(=O)C.[Na+]. Given the product [C:11]1([NH:10][CH2:5][C:4]2[CH:3]=[C:2]([OH:1])[CH:9]=[CH:8][CH:7]=2)[CH:16]=[CH:15][CH:14]=[CH:13][CH:12]=1, predict the reactants needed to synthesize it.